From a dataset of Reaction yield outcomes from USPTO patents with 853,638 reactions. Predict the reaction yield, written as a fraction of the theoretical maximum amount of product (1.0 means a 100% yield; for example, 0.34 means a 34% yield). (1) The reactants are [C:1]([O:5][C:6]([N:8]1[CH2:12][C@@H:11]([O:13][C:14]2[C:23]3[C:18](=[C:19]([Cl:26])[C:20]([O:24][CH3:25])=[CH:21][CH:22]=3)[N:17]=[C:16]([C:27]3[S:28][CH:29]=[C:30]([CH:32]([CH3:34])[CH3:33])[N:31]=3)[CH:15]=2)[CH2:10][C@H:9]1[C:35]([OH:37])=O)=[O:7])([CH3:4])([CH3:3])[CH3:2].F[B-](F)(F)F.N1(OC(N(C)C)=[N+](C)C)C2C=CC=CC=2N=N1.S(C1C=CC(C)=CC=1)(O)(=O)=O.[CH3:71][NH:72][CH2:73][CH2:74][CH2:75][CH2:76][CH:77]=[CH2:78].C(N(C(C)C)CC)(C)C. The yield is 0.920. The product is [Cl:26][C:19]1[C:20]([O:24][CH3:25])=[CH:21][CH:22]=[C:23]2[C:18]=1[N:17]=[C:16]([C:27]1[S:28][CH:29]=[C:30]([CH:32]([CH3:34])[CH3:33])[N:31]=1)[CH:15]=[C:14]2[O:13][C@@H:11]1[CH2:12][N:8]([C:6]([O:5][C:1]([CH3:3])([CH3:2])[CH3:4])=[O:7])[C@H:9]([C:35](=[O:37])[N:72]([CH2:73][CH2:74][CH2:75][CH2:76][CH:77]=[CH2:78])[CH3:71])[CH2:10]1. The catalyst is CN(C=O)C.C(OCC)(=O)C. (2) The reactants are [Si:1]([O:8][C@@H:9]1[CH:14]=[C:13]([C:15]2[CH:20]=[CH:19][N:18]=[CH:17][C:16]=2[N+:21]([O-:23])=[O:22])[CH2:12][C@H:11]([CH3:24])[C@@:10]1([CH2:26][OH:27])[OH:25])([C:4]([CH3:7])([CH3:6])[CH3:5])([CH3:3])[CH3:2].CC(OI1(OC(C)=O)(OC(C)=O)OC(=O)C2C1=CC=CC=2)=O. The catalyst is C(Cl)Cl. The product is [Si:1]([O:8][C@@H:9]1[CH:14]=[C:13]([C:15]2[CH:20]=[CH:19][N:18]=[CH:17][C:16]=2[N+:21]([O-:23])=[O:22])[CH2:12][C@H:11]([CH3:24])[C@:10]1([OH:25])[CH:26]=[O:27])([C:4]([CH3:5])([CH3:7])[CH3:6])([CH3:3])[CH3:2]. The yield is 0.830.